From a dataset of Peptide-MHC class I binding affinity with 185,985 pairs from IEDB/IMGT. Regression. Given a peptide amino acid sequence and an MHC pseudo amino acid sequence, predict their binding affinity value. This is MHC class I binding data. (1) The peptide sequence is NTIDKSSPLY. The binding affinity (normalized) is 0.589. The MHC is HLA-A68:01 with pseudo-sequence HLA-A68:01. (2) The peptide sequence is LRTMSYKLAI. The MHC is Mamu-B08 with pseudo-sequence Mamu-B08. The binding affinity (normalized) is 0.535. (3) The peptide sequence is TIWAANAGV. The MHC is HLA-A02:02 with pseudo-sequence HLA-A02:02. The binding affinity (normalized) is 0.485. (4) The peptide sequence is MLGHAGDMA. The MHC is HLA-A02:01 with pseudo-sequence HLA-A02:01. The binding affinity (normalized) is 0.395. (5) The peptide sequence is FLQQRKPPL. The binding affinity (normalized) is 0.0847. The MHC is HLA-A02:19 with pseudo-sequence HLA-A02:19. (6) The peptide sequence is LYVAGVPEL. The MHC is HLA-A68:02 with pseudo-sequence HLA-A68:02. The binding affinity (normalized) is 0.0847. (7) The peptide sequence is FLEFSADLII. The MHC is HLA-A24:02 with pseudo-sequence HLA-A24:02. The binding affinity (normalized) is 0.389. (8) The peptide sequence is MYQYIFLSF. The MHC is HLA-A69:01 with pseudo-sequence HLA-A69:01. The binding affinity (normalized) is 0.0847. (9) The peptide sequence is SEGCTPYDI. The MHC is Mamu-B01 with pseudo-sequence Mamu-B01. The binding affinity (normalized) is 0.